This data is from CYP2D6 inhibition data for predicting drug metabolism from PubChem BioAssay. The task is: Regression/Classification. Given a drug SMILES string, predict its absorption, distribution, metabolism, or excretion properties. Task type varies by dataset: regression for continuous measurements (e.g., permeability, clearance, half-life) or binary classification for categorical outcomes (e.g., BBB penetration, CYP inhibition). Dataset: cyp2d6_veith. (1) The result is 0 (non-inhibitor). The drug is O=c1cnc2cnc(N3CCNCC3)nc2n1C1CC1. (2) The drug is c1ccc(C2=NN[C@@H]3c4ccccc4-c4ccccc4N3C2)cc1. The result is 0 (non-inhibitor). (3) The compound is COC(=O)CN1C(=S)N(c2ccc(Cl)cc2)C(=O)C1CC(=O)Nc1ccc(Cl)cc1. The result is 0 (non-inhibitor). (4) The molecule is Cc1ccc(NC(=O)CN2C(=O)S/C(=C\c3cccn3C)C2=O)cc1. The result is 0 (non-inhibitor). (5) The molecule is CCN(CC)C(=O)N[C@H]1C=C2c3cccc4[nH]cc(c34)C[C@@H]2N(C)C1. The result is 1 (inhibitor). (6) The drug is COc1ccc(NC(=O)c2ccc(C)cc2Cl)c([N+](=O)[O-])c1. The result is 1 (inhibitor). (7) The result is 0 (non-inhibitor). The compound is O=C1CCCN1CC(CN1CCOCC1)Sc1nnnn1-c1ccccc1.